Dataset: Catalyst prediction with 721,799 reactions and 888 catalyst types from USPTO. Task: Predict which catalyst facilitates the given reaction. (1) Reactant: [CH3:1][C:2]1[CH:9]=[CH:8][CH:7]=[CH:6][C:3]=1[CH2:4]Cl.O=[CH:11][C:12]1[CH:20]=[CH:19][C:17]([OH:18])=[C:14]([O:15][CH3:16])[CH:13]=1.C(=O)([O-])[O-].[K+].[K+].[C:27]([CH2:29][NH:30][C:31]([NH:33][CH2:34][CH3:35])=[O:32])#[N:28].CC(C)([O-])C.[K+]. Product: [CH2:34]([N:33]1[C:27](=[NH:28])/[C:29](=[CH:11]/[C:12]2[CH:20]=[CH:19][C:17]([O:18][CH2:4][C:3]3[CH:6]=[CH:7][CH:8]=[CH:9][C:2]=3[CH3:1])=[C:14]([O:15][CH3:16])[CH:13]=2)/[NH:30][C:31]1=[O:32])[CH3:35]. The catalyst class is: 737. (2) Reactant: [F:1][C:2]1[CH:8]=[CH:7][C:5]([NH2:6])=[CH:4][C:3]=1[C:9]([F:12])([F:11])[F:10].[N:13]([O-])=O.[Na+].O.O.Cl[Sn]Cl. Product: [F:1][C:2]1[CH:8]=[CH:7][C:5]([NH:6][NH2:13])=[CH:4][C:3]=1[C:9]([F:10])([F:11])[F:12]. The catalyst class is: 33. (3) Reactant: C[O:2][C:3]1[CH:11]=[C:10]2[C:6]([C:7]([C:15]([F:18])([F:17])[F:16])=[N:8][N:9]2C(=O)C)=[CH:5][CH:4]=1.[OH-].[Na+]. Product: [F:18][C:15]([F:16])([F:17])[C:7]1[C:6]2[C:10](=[CH:11][C:3]([OH:2])=[CH:4][CH:5]=2)[NH:9][N:8]=1. The catalyst class is: 201. (4) Reactant: Cl.Cl.[NH:3]1[C:11]2[CH2:10][C@@H:9]([C:12]([O:14][CH3:15])=[O:13])[NH:8][CH2:7][C:6]=2[N:5]=[CH:4]1.N.CO. Product: [NH:3]1[C:11]2[CH2:10][C@@H:9]([C:12]([O:14][CH3:15])=[O:13])[NH:8][CH2:7][C:6]=2[N:5]=[CH:4]1. The catalyst class is: 4. (5) Product: [OH:4][C:5]1[C:6]([C:19](=[O:3])[CH2:20][CH2:21][C:22]2[S:23][C:24]3[CH:33]=[C:32]([C:34]([F:36])([F:35])[F:37])[CH:31]=[CH:30][C:25]=3[C:26]=2[CH2:27][CH2:28][CH3:29])=[CH:7][C:8]([CH3:18])=[C:9]([CH:17]=1)[O:10][CH2:11][C:12]([OH:14])=[O:13]. The catalyst class is: 6. Reactant: C([OH:3])C.[OH:4][C:5]1[C:6]([C:19](=NO)[CH2:20][CH2:21][C:22]2[S:23][C:24]3[CH:33]=[C:32]([C:34]([F:37])([F:36])[F:35])[CH:31]=[CH:30][C:25]=3[C:26]=2[CH2:27][CH2:28][CH3:29])=[CH:7][C:8]([CH3:18])=[C:9]([CH:17]=1)[O:10][CH2:11][C:12]([O:14]CC)=[O:13].O.[OH-].[Li+].Cl.